Dataset: Full USPTO retrosynthesis dataset with 1.9M reactions from patents (1976-2016). Task: Predict the reactants needed to synthesize the given product. (1) Given the product [C:1]([O:5][C:6](=[O:32])[CH2:7][CH2:8][CH:9]1[N:14]([C:43]([NH:42][S:39]([C:33]2[CH:34]=[CH:35][CH:36]=[CH:37][CH:38]=2)(=[O:41])=[O:40])=[O:44])[CH2:13][CH2:12][N:11]([C:15]2[C:25]([C:26]#[N:27])=[CH:24][C:18]([C:19]([O:21][CH2:22][CH3:23])=[O:20])=[C:17]([C:28]([F:30])([F:31])[F:29])[N:16]=2)[CH2:10]1)([CH3:2])([CH3:3])[CH3:4], predict the reactants needed to synthesize it. The reactants are: [C:1]([O:5][C:6](=[O:32])[CH2:7][CH2:8][CH:9]1[NH:14][CH2:13][CH2:12][N:11]([C:15]2[C:25]([C:26]#[N:27])=[CH:24][C:18]([C:19]([O:21][CH2:22][CH3:23])=[O:20])=[C:17]([C:28]([F:31])([F:30])[F:29])[N:16]=2)[CH2:10]1)([CH3:4])([CH3:3])[CH3:2].[C:33]1([S:39]([N:42]=[C:43]=[O:44])(=[O:41])=[O:40])[CH:38]=[CH:37][CH:36]=[CH:35][CH:34]=1. (2) Given the product [CH:1]([C:4]1[N:8]([CH:9]2[C:18]3[C:13](=[CH:14][CH:15]=[CH:16][CH:17]=3)[C:12](=[O:19])[O:11][C:10]2([CH3:21])[CH3:20])[CH:7]=[N:6][CH:5]=1)([CH3:3])[CH3:2], predict the reactants needed to synthesize it. The reactants are: [C:1]([C:4]1[N:8]([CH:9]2[C:18]3[C:13](=[CH:14][CH:15]=[CH:16][CH:17]=3)[C:12](=[O:19])[O:11][C:10]2([CH3:21])[CH3:20])[CH:7]=[N:6][CH:5]=1)([CH3:3])=[CH2:2].